Dataset: Reaction yield outcomes from USPTO patents with 853,638 reactions. Task: Predict the reaction yield, written as a fraction of the theoretical maximum amount of product (1.0 means a 100% yield; for example, 0.34 means a 34% yield). (1) The reactants are C1([O:7][C:8](=O)[NH:9][CH2:10][C:11]#[C:12][C:13]2[CH:14]=[C:15]3[C:20](=[CH:21][CH:22]=2)[N:19]=[CH:18][N:17]=[C:16]3[NH:23][C:24]2[CH:29]=[CH:28][C:27]([O:30][C:31]3[CH:32]=[N:33][C:34]([CH3:37])=[CH:35][CH:36]=3)=[C:26]([Cl:38])[CH:25]=2)C=CC=CC=1.[CH3:40][NH2:41]. The catalyst is CS(C)=O. The product is [Cl:38][C:26]1[CH:25]=[C:24]([NH:23][C:16]2[C:15]3[C:20](=[CH:21][CH:22]=[C:13]([C:12]#[C:11][CH2:10][NH:9][C:8]([NH:41][CH3:40])=[O:7])[CH:14]=3)[N:19]=[CH:18][N:17]=2)[CH:29]=[CH:28][C:27]=1[O:30][C:31]1[CH:32]=[N:33][C:34]([CH3:37])=[CH:35][CH:36]=1. The yield is 0.900. (2) The reactants are [Cl:1][C:2]1[CH:3]=[CH:4][C:5]([CH2:8][O:9][C:10]2[CH:15]=[CH:14][N:13]([C:16]3[CH:17]=[N:18][C:19]([N:22]([CH3:36])[CH:23]4[CH:27]([CH3:28])[CH2:26][N:25](CC5C=CC=CC=5)[CH2:24]4)=[CH:20][CH:21]=3)[C:12](=[O:37])[CH:11]=2)=[N:6][CH:7]=1.ClC(OC(Cl)C)=O. The catalyst is ClCCCl. The product is [Cl:1][C:2]1[CH:3]=[CH:4][C:5]([CH2:8][O:9][C:10]2[CH:15]=[CH:14][N:13]([C:16]3[CH:17]=[N:18][C:19]([N:22]([CH3:36])[CH:23]4[CH:27]([CH3:28])[CH2:26][NH:25][CH2:24]4)=[CH:20][CH:21]=3)[C:12](=[O:37])[CH:11]=2)=[N:6][CH:7]=1. The yield is 0.237. (3) The reactants are CN(C=O)C.[Cl:6]N1C(=O)CCC1=O.[OH:14][N:15]=[CH:16][C:17]1[CH:18]=[C:19]([CH:22]=[CH:23][CH:24]=1)[C:20]#[N:21]. The catalyst is C(OCC)C. The product is [C:20]([C:19]1[CH:18]=[C:17]([C:16]([Cl:6])=[N:15][OH:14])[CH:24]=[CH:23][CH:22]=1)#[N:21]. The yield is 0.790.